Dataset: Forward reaction prediction with 1.9M reactions from USPTO patents (1976-2016). Task: Predict the product of the given reaction. Given the reactants [Cl:1][C:2]1[CH:3]=[C:4]([CH:8]=[CH:9][C:10]=1[C:11](=[O:26])[NH:12][C:13]1[CH:18]=[CH:17][C:16]([Cl:19])=[C:15]([C:20]2[CH:25]=[CH:24][CH:23]=[CH:22][N:21]=2)[CH:14]=1)[C:5]([OH:7])=O.[Cl-].[NH4+:28], predict the reaction product. The product is: [Cl:1][C:2]1[CH:3]=[C:4]([C:5]([NH2:28])=[O:7])[CH:8]=[CH:9][C:10]=1[C:11]([NH:12][C:13]1[CH:18]=[CH:17][C:16]([Cl:19])=[C:15]([C:20]2[CH:25]=[CH:24][CH:23]=[CH:22][N:21]=2)[CH:14]=1)=[O:26].